From a dataset of Forward reaction prediction with 1.9M reactions from USPTO patents (1976-2016). Predict the product of the given reaction. (1) Given the reactants [N:1]1([NH:7][C:8]([C:10]2[C:14]([CH3:15])=[C:13]([C:16]3[CH:21]=[CH:20][C:19]([OH:22])=[CH:18][CH:17]=3)[N:12]([C:23]3[CH:28]=[CH:27][C:26]([Cl:29])=[CH:25][C:24]=3[Cl:30])[N:11]=2)=[O:9])[CH2:6][CH2:5][CH2:4][CH2:3][CH2:2]1.C(N(CC)CC)C.Cl[C:39]([O:41][CH2:42][CH2:43][CH3:44])=[O:40], predict the reaction product. The product is: [CH2:42]([O:41][C:39](=[O:40])[O:22][C:19]1[CH:18]=[CH:17][C:16]([C:13]2[N:12]([C:23]3[CH:28]=[CH:27][C:26]([Cl:29])=[CH:25][C:24]=3[Cl:30])[N:11]=[C:10]([C:8](=[O:9])[NH:7][N:1]3[CH2:6][CH2:5][CH2:4][CH2:3][CH2:2]3)[C:14]=2[CH3:15])=[CH:21][CH:20]=1)[CH2:43][CH3:44]. (2) Given the reactants [Cl:1][C:2]1[CH:7]=[C:6]([Cl:8])[C:5]([O:9][CH3:10])=[CH:4][C:3]=1[N:11]1[CH2:16][CH2:15][C:14]([CH2:18][C:19](OCC)=[O:20])([OH:17])[CH2:13][CH2:12]1.[H-].[H-].[H-].[H-].[Li+].[Al+3], predict the reaction product. The product is: [Cl:1][C:2]1[CH:7]=[C:6]([Cl:8])[C:5]([O:9][CH3:10])=[CH:4][C:3]=1[N:11]1[CH2:16][CH2:15][C:14]([CH2:18][CH2:19][OH:20])([OH:17])[CH2:13][CH2:12]1.